From a dataset of NCI-60 drug combinations with 297,098 pairs across 59 cell lines. Regression. Given two drug SMILES strings and cell line genomic features, predict the synergy score measuring deviation from expected non-interaction effect. Drug 1: CC12CCC3C(C1CCC2=O)CC(=C)C4=CC(=O)C=CC34C. Drug 2: CC1=CC2C(CCC3(C2CCC3(C(=O)C)OC(=O)C)C)C4(C1=CC(=O)CC4)C. Cell line: SR. Synergy scores: CSS=61.8, Synergy_ZIP=0.468, Synergy_Bliss=-1.15, Synergy_Loewe=-22.6, Synergy_HSA=-1.33.